Task: Regression. Given two drug SMILES strings and cell line genomic features, predict the synergy score measuring deviation from expected non-interaction effect.. Dataset: NCI-60 drug combinations with 297,098 pairs across 59 cell lines (1) Drug 1: COC1=C(C=C2C(=C1)N=CN=C2NC3=CC(=C(C=C3)F)Cl)OCCCN4CCOCC4. Drug 2: CC1C(C(CC(O1)OC2CC(CC3=C2C(=C4C(=C3O)C(=O)C5=C(C4=O)C(=CC=C5)OC)O)(C(=O)CO)O)N)O.Cl. Cell line: RXF 393. Synergy scores: CSS=37.1, Synergy_ZIP=-3.06, Synergy_Bliss=-4.10, Synergy_Loewe=-6.34, Synergy_HSA=-2.03. (2) Drug 1: CCC(=C(C1=CC=CC=C1)C2=CC=C(C=C2)OCCN(C)C)C3=CC=CC=C3.C(C(=O)O)C(CC(=O)O)(C(=O)O)O. Drug 2: CCC1(C2=C(COC1=O)C(=O)N3CC4=CC5=C(C=CC(=C5CN(C)C)O)N=C4C3=C2)O.Cl. Cell line: A549. Synergy scores: CSS=24.6, Synergy_ZIP=6.10, Synergy_Bliss=1.14, Synergy_Loewe=-37.9, Synergy_HSA=0.424.